Task: Predict the product of the given reaction.. Dataset: Forward reaction prediction with 1.9M reactions from USPTO patents (1976-2016) (1) Given the reactants [F:1][C:2]1[C:15]2[O:14][C:13]3[C:8](=[CH:9][C:10]([C:16]4[C:17]([F:22])=[N:18][CH:19]=[CH:20][CH:21]=4)=[CH:11][CH:12]=3)[C:7]3([N:27]=[C:26]([NH2:28])[CH2:25][O:24][CH2:23]3)[C:6]=2[CH:5]=[C:4]([O:29]C)[CH:3]=1.B(Br)(Br)Br, predict the reaction product. The product is: [NH2:28][C:26]1[CH2:25][O:24][CH2:23][C:7]2([C:6]3[CH:5]=[C:4]([OH:29])[CH:3]=[C:2]([F:1])[C:15]=3[O:14][C:13]3[C:8]2=[CH:9][C:10]([C:16]2[C:17]([F:22])=[N:18][CH:19]=[CH:20][CH:21]=2)=[CH:11][CH:12]=3)[N:27]=1. (2) The product is: [C:34]([O:33][C:31]([N:11]1[CH2:16][CH2:15][C:14]2([CH2:21][CH2:20][C:19](=[O:22])[CH2:18][CH2:17]2)[CH2:13][CH2:12]1)=[O:32])([CH3:35])([CH3:36])[CH3:37]. Given the reactants C(OC([N:11]1[CH2:16][CH2:15][C:14]2([CH2:21][CH2:20][C:19](=[O:22])[CH:18]=[CH:17]2)[CH2:13][CH2:12]1)=O)C1C=CC=CC=1.[C:31](O[C:31]([O:33][C:34]([CH3:37])([CH3:36])[CH3:35])=[O:32])([O:33][C:34]([CH3:37])([CH3:36])[CH3:35])=[O:32].C(=O)([O-])[O-].[K+].[K+].CCCCCCC.C(OCC)(=O)C, predict the reaction product. (3) Given the reactants [C:1]([C:5]1[CH:9]=[C:8]([NH2:10])[N:7]([C:11]2[CH:16]=[CH:15][CH:14]=[CH:13][CH:12]=2)[N:6]=1)([CH3:4])([CH3:3])[CH3:2].Cl[C:18]([O:20][C:21]1[CH:26]=[CH:25][CH:24]=[CH:23][CH:22]=1)=[O:19].C([O-])([O-])=O.[K+].[K+], predict the reaction product. The product is: [C:1]([C:5]1[CH:9]=[C:8]([NH:10][C:18](=[O:19])[O:20][C:21]2[CH:26]=[CH:25][CH:24]=[CH:23][CH:22]=2)[N:7]([C:11]2[CH:16]=[CH:15][CH:14]=[CH:13][CH:12]=2)[N:6]=1)([CH3:4])([CH3:2])[CH3:3]. (4) Given the reactants [C:1]([O:5][C:6](=[O:20])[N:7]([C:9]1[CH:14]=[C:13]([O:15][CH3:16])[CH:12]=[CH:11][C:10]=1[N+:17]([O-])=O)[CH3:8])([CH3:4])([CH3:3])[CH3:2].[H][H], predict the reaction product. The product is: [C:1]([O:5][C:6](=[O:20])[N:7]([C:9]1[CH:14]=[C:13]([O:15][CH3:16])[CH:12]=[CH:11][C:10]=1[NH2:17])[CH3:8])([CH3:4])([CH3:2])[CH3:3].